This data is from Forward reaction prediction with 1.9M reactions from USPTO patents (1976-2016). The task is: Predict the product of the given reaction. (1) Given the reactants [Cl:1][C:2]1[O:3][CH:4]=[C:5]([CH2:7][OH:8])[N:6]=1.[CH3:9][S:10](Cl)(=[O:12])=[O:11].C(N(CC)CC)C.[Cl-].[NH4+], predict the reaction product. The product is: [CH3:9][S:10]([O:8][CH2:7][C:5]1[N:6]=[C:2]([Cl:1])[O:3][CH:4]=1)(=[O:12])=[O:11]. (2) The product is: [C:25]([O:8][C:7]([C:6]1[CH:5]=[CH:4][S:3][C:2]=1[Br:1])=[O:9])([CH3:27])([CH3:15])[CH3:26]. Given the reactants [Br:1][C:2]1[S:3][CH:4]=[CH:5][C:6]=1[C:7]([OH:9])=[O:8].CN(C)C=O.[C:15](Cl)(=O)C(Cl)=O.C(N(CC)[CH:25]([CH3:27])[CH3:26])(C)C.CNN(NC)C1C=CN=CC=1, predict the reaction product. (3) Given the reactants Br[C:2]1[CH:3]=[C:4]2[CH2:10][C:9](=[O:11])[NH:8][C:5]2=[N:6][CH:7]=1.[CH3:12][O:13][C:14]1[CH:15]=[C:16](B(O)O)[CH:17]=[C:18]([O:22][CH3:23])[C:19]=1[O:20][CH3:21], predict the reaction product. The product is: [CH3:23][O:22][C:18]1[CH:17]=[C:16]([C:2]2[CH:3]=[C:4]3[CH2:10][C:9](=[O:11])[NH:8][C:5]3=[N:6][CH:7]=2)[CH:15]=[C:14]([O:13][CH3:12])[C:19]=1[O:20][CH3:21]. (4) Given the reactants [S:1]1[C:5]([C:6]([OH:8])=O)=[CH:4][N:3]=[CH:2]1.N=C=N.C1C=CC2N(O)N=NC=2C=1.[NH2:22][C@H:23]([C:33]1[NH:34][C:35]([C:38]2[C:39]([O:48][CH3:49])=[N:40][C:41]3[C:46]([CH:47]=2)=[CH:45][CH:44]=[CH:43][CH:42]=3)=[CH:36][N:37]=1)[CH2:24][CH2:25][CH2:26][CH2:27][CH2:28][C:29]([NH:31][CH3:32])=[O:30].C(O)C(N)(CO)CO, predict the reaction product. The product is: [CH3:49][O:48][C:39]1[C:38]([C:35]2[NH:34][C:33]([C@@H:23]([NH:22][C:6]([C:5]3[S:1][CH:2]=[N:3][CH:4]=3)=[O:8])[CH2:24][CH2:25][CH2:26][CH2:27][CH2:28][C:29]([NH:31][CH3:32])=[O:30])=[N:37][CH:36]=2)=[CH:47][C:46]2[C:41](=[CH:42][CH:43]=[CH:44][CH:45]=2)[N:40]=1.